From a dataset of hERG Central: cardiac toxicity at 1µM, 10µM, and general inhibition. Predict hERG channel inhibition at various concentrations. (1) The drug is O=C(C1CC(=O)N(c2ccc(Cl)cc2)C1)N1CCN(Cc2ccc3c(c2)OCO3)CC1. Results: hERG_inhib (hERG inhibition (general)): blocker. (2) The drug is COc1ccc(C(=O)Nc2ccccc2)cc1NC(=O)c1ccc([N+](=O)[O-])cc1. Results: hERG_inhib (hERG inhibition (general)): blocker. (3) The compound is Cc1nc(NCCCn2ccnc2)c2oc3ccccc3c2n1.Cl. Results: hERG_inhib (hERG inhibition (general)): blocker. (4) The molecule is Cc1sc2ncnc(SCC(=O)N3CCN(C(=O)c4ccco4)CC3)c2c1C. Results: hERG_inhib (hERG inhibition (general)): blocker.